The task is: Predict the reaction yield, written as a fraction of the theoretical maximum amount of product (1.0 means a 100% yield; for example, 0.34 means a 34% yield).. This data is from Reaction yield outcomes from USPTO patents with 853,638 reactions. (1) The reactants are [NH2:1][C:2]1[CH:10]=[C:9]([O:11][CH3:12])[CH:8]=[C:7]([O:13][CH3:14])[C:3]=1[C:4]([NH2:6])=[O:5].[OH:15][C:16]1[CH:23]=[CH:22][C:19]([CH:20]=O)=[CH:18][CH:17]=1.C([O-])([O-])=O.[K+].[K+].II. The catalyst is CN(C=O)C. The product is [OH:15][C:16]1[CH:23]=[CH:22][C:19]([C:20]2[NH:6][C:4](=[O:5])[C:3]3[C:2](=[CH:10][C:9]([O:11][CH3:12])=[CH:8][C:7]=3[O:13][CH3:14])[N:1]=2)=[CH:18][CH:17]=1. The yield is 0.120. (2) The product is [OH:16][C@H:6]1[C@@H:5]([OH:21])[C@H:4]2[CH2:8][C@@H:7]1[C:2](=[O:1])[N:3]2[C:9]([O:11][C:12]([CH3:15])([CH3:14])[CH3:13])=[O:10]. The reactants are [O:1]=[C:2]1[C@H:7]2[CH2:8][C@H:4]([CH:5]=[CH:6]2)[N:3]1[C:9]([O:11][C:12]([CH3:15])([CH3:14])[CH3:13])=[O:10].[OH2:16].C[N+]1([O-])CC[O:21]CC1.S(=O)(O)[O-].[Na+]. The yield is 0.720. The catalyst is CC(C)=O.[Os](=O)(=O)(=O)=O. (3) The reactants are [NH2:1][C:2]1[NH:6][N:5]=[CH:4][C:3]=1[C:7]([C:9]1[S:10][CH:11]=[CH:12][CH:13]=1)=[O:8].CN(C)[CH:16]=[CH:17][C:18]([C:20]1[C:21]([F:32])=[CH:22][C:23]([F:31])=[C:24]([N:26]([CH3:30])[C:27](=[O:29])[CH3:28])[CH:25]=1)=O.C(OCC)(=O)C. The catalyst is C(O)(=O)C. The product is [F:31][C:23]1[CH:22]=[C:21]([F:32])[C:20]([C:18]2[N:6]3[N:5]=[CH:4][C:3]([C:7]([C:9]4[S:10][CH:11]=[CH:12][CH:13]=4)=[O:8])=[C:2]3[N:1]=[CH:16][CH:17]=2)=[CH:25][C:24]=1[N:26]([CH3:30])[C:27](=[O:29])[CH3:28]. The yield is 0.690. (4) The reactants are C1(C[O:5][C:6](=[O:31])[CH:7]([C:12]2[CH:17]=[C:16]([O:18][CH2:19][CH:20]3[CH2:22][CH2:21]3)[C:15]([C:23]3[CH:28]=[CH:27][C:26]([Cl:29])=[CH:25][CH:24]=3)=[C:14]([Cl:30])[CH:13]=2)[CH2:8][CH:9]([CH3:11])[CH3:10])CC1.[OH-].[K+]. The catalyst is CCO.O. The product is [Cl:30][C:14]1[CH:13]=[C:12]([CH:7]([CH2:8][CH:9]([CH3:11])[CH3:10])[C:6]([OH:31])=[O:5])[CH:17]=[C:16]([O:18][CH2:19][CH:20]2[CH2:22][CH2:21]2)[C:15]=1[C:23]1[CH:24]=[CH:25][C:26]([Cl:29])=[CH:27][CH:28]=1. The yield is 0.930. (5) The reactants are [CH2:1]([CH:3]1[O:5][CH2:4]1)Cl.[CH2:6]([OH:13])[C:7]1[CH:12]=[CH:11][CH:10]=[CH:9][CH:8]=1. The catalyst is [Br-].C([N+](CCCC)(CCCC)CCCC)CCC.[OH-].[K+]. The product is [CH2:6]([O:13][CH2:1][CH:3]1[CH2:4][O:5]1)[C:7]1[CH:12]=[CH:11][CH:10]=[CH:9][CH:8]=1. The yield is 0.940. (6) The reactants are F[C:2]1[CH:3]=[CH:4][C:5]2[N:9]=[N:8][N:7]([CH2:10][CH2:11][CH2:12][CH2:13]Cl)[C:6]=2[CH:15]=1.[F:16][C:17]([F:31])([F:30])[C:18]1[CH:19]=[C:20]([CH:24]2[CH2:29][CH2:28]CN[CH2:25]2)[CH:21]=[CH:22][CH:23]=1.[CH:32]([N:35](C(C)C)CC)(C)C.[I-].[K+]. The catalyst is C(#N)C. The product is [N:7]1([CH2:10][CH2:11][CH2:12][CH2:13][N:35]2[CH2:32][CH2:25][CH:24]([C:20]3[CH:21]=[CH:22][CH:23]=[C:18]([C:17]([F:16])([F:30])[F:31])[CH:19]=3)[CH2:29][CH2:28]2)[C:6]2[CH:15]=[CH:2][CH:3]=[CH:4][C:5]=2[N:9]=[N:8]1. The yield is 0.641. (7) The reactants are FC(F)(F)C(O)=O.C(OC([N:15]1[C@@H:19]([CH2:20][C@@H:21]([O:23][C:24]2[CH:29]=[CH:28][C:27]([Cl:30])=[CH:26][CH:25]=2)[CH3:22])[CH2:18][O:17]C1(C)C)=O)(C)(C)C. The product is [NH2:15][C@@H:19]([CH2:20][C@@H:21]([O:23][C:24]1[CH:25]=[CH:26][C:27]([Cl:30])=[CH:28][CH:29]=1)[CH3:22])[CH2:18][OH:17]. The yield is 0.920. The catalyst is O.C(#N)C.C(OCC)(=O)C.